Dataset: Drug-target binding data from BindingDB using IC50 measurements. Task: Regression. Given a target protein amino acid sequence and a drug SMILES string, predict the binding affinity score between them. We predict pIC50 (pIC50 = -log10(IC50 in M); higher means more potent). Dataset: bindingdb_ic50. (1) The compound is CC(C)=CCCC1(C)C(CC=C(C)C)CC2(CC=C(C)C)C(=O)C(C(=O)c3ccc(O)c(O)c3)C(=O)C1(CC=C(C)C)C2=O. The target protein sequence is MSNLVLYTLHLSPPCRAVELTAKALGLELEQKTINLLTGDHLKPEFVKLNPQHTIPVLDDNGTIITESHAIMIYLVTKYGKDDSLYPKDPVKQARVNSALHFESGVLFARMRFNFERILFFGKSDIPEDRVEYVQKSYELLEDTLVDDFVAGPTMTIADFSCISTISSIMGVVPLEQSKHPRIYAWIDRLKQLPYYEEANGGGGTDLGKFVLAKKEENAKA. The pIC50 is 5.3. (2) The drug is CCCN1CCCC1CNC(=O)c1ccc2c(c1)NC(=O)/C(=C/c1ccccc1F)S2. The target protein sequence is MNNYQNNYIYNEKTLDFINNDQDNDNLKYLKEYVYFTTTNQFDVRKRITVSLNLLANASSKIFLLNSKDKLDLWKNMLIKSYIEVNYNLYPATYLIDTSCTNENVNINNNNNNNNKNKNNYCYSNTTVISCGYENYTKYIEEIYDSKYALSLYSNSLNKEELLTIIIFGCSGDLAKKKIYPALFKLFCNNSLPKDLLIIGFARTVQDFDTFFDKIVIYLKRCLLCYEDWSISKKKDLLNGFKNRCRYFVGNYSSSESFENFNKYLTTIEEEEAKKKYYATCYKMNGSDYNISNNVAEDNISIDDENKTNEYFQMCTPKNCPDNVFSSNYNFPYVINSILYLALPPHIFISTLKKIIKKNCLNSKGTDKILLEKPFGNDLDSFKMLSKQILENFNEQQIYRIDHYLGKDMVSGLLKLKFTNTFLLSLMNRHFIKCIKITLKETKGVYGRGQYFDPYGIIRDVMQNHMLQLLTLITMEDPIDLNDESVKNEKIKILKSIPSI.... The pIC50 is 5.4. (3) The small molecule is CC(C)c1ccc(/C(=C\CC(N)C(=O)[O-])c2ccc(F)cc2F)cc1. The target protein (P28572) has sequence MAVAHGPVATSSPEQNGAVPSEATKKDQNLTRGNWGNQIEFVLTSVGYAVGLGNVWRFPYLCYRNGGGAFMFPYFIMLVFCGIPLFFMELSFGQFASQGCLGVWRISPMFKGVGYGMMVVSTYIGIYYNVVICIAFYYFFSSMTHVLPWAYCNNPWNTPDCAGVLDASNLTNGSRPTALSGNLSHLFNYTLQRTSPSEEYWRLYVLKLSDDIGDFGEVRLPLLGCLGVSWVVVFLCLIRGVKSSGKVVYFTATFPYVVLTILFVRGVTLEGAFTGIMYYLTPKWDKILEAKVWGDAASQIFYSLGCAWGGLITMASYNKFHNNCYRDSVIISITNCATSVYAGFVIFSILGFMANHLGVDVSRVADHGPGLAFVAYPEALTLLPISPLWSLLFFFMLILLGLGTQFCLLETLVTAIVDEVGNEWILQKKTYVTLGVAVAGFLLGIPLTSQAGIYWLLLMDNYAASFSLVVISCIMCVSIMYIYGHRNYFQDIQMMLGFPP.... The pIC50 is 5.0. (4) The target protein (Q9BZJ3) has sequence MLLLAPQMLSLLLLALPVLASPAYVAPAPGQALQQTGIVGGQEAPRSKWPWQVSLRVRGPYWMHFCGGSLIHPQWVLTAAHCVEPDIKDLAALRVQLREQHLYYQDQLLPVSRIIVHPQFYIIQTGADIALLELEEPVNISSHIHTVTLPPASETFPPGMPCWVTGWGDVDNNVHLPPPYPLKEVEVPVVENHLCNAEYHTGLHTGHSFQIVRDDMLCAGSENHDSCQGDSGGPLVCKVNGT. The pIC50 is 8.2. The compound is CC(C)(C)C(=O)N1CCN(C(=O)N2C(=O)[C@H](CCCN=C(N)N)[C@H]2C(=O)O)CC1. (5) The small molecule is CC(=O)Nc1cc(Oc2ccc3c(C(=O)Nc4ccc(CN5CCN(C)CC5)c(C(F)(F)F)c4)cccc3c2)ncn1. The target protein sequence is MENFQKVEKIGEGTYGVVYKARNKLTGEVVALKKIRXDTETEGVPSTAIREISLLKELNHPNIVKLLDVIHTENKLYLVTEFLHQDLKKFMDASALTGIPLPLIKSYLFQLLQGLAFCHSHRVLHRDLKPQNLLINTEGAIKLADFGLARAFGVPVRTYTHEVVTLWYRAPEILLGCKYYSTAVDIWSLGCIFAEMVTRRALFPGDSEIDQLFRIFRTLGTPDEVVWPGVTSMPDYKPSFPKWARQDFSKVVPPLDEDGRSLLSQMLHYDPNKRISAKAALAHPFFQDVTKPVPHLRL. The pIC50 is 5.2.